Dataset: Full USPTO retrosynthesis dataset with 1.9M reactions from patents (1976-2016). Task: Predict the reactants needed to synthesize the given product. (1) Given the product [CH3:15][C:14]1[CH:13]=[CH:12][CH:11]=[CH:23][C:9]=1[CH:10]([C:17]1[CH:18]=[CH:19][CH:20]=[CH:21][CH:22]=1)[OH:32], predict the reactants needed to synthesize it. The reactants are: C(O[C:9]1[C:14]([CH:15]=O)=[CH:13][CH:12]=[CH:11][C:10]=1[C:17]1[CH:22]=[CH:21][CH:20]=[CH:19][CH:18]=1)C1C=CC=CC=1.[CH3:23]OC1C(N)=CC=CC=1.[OH2:32]. (2) Given the product [C:9]1([S:15]([CH:27]([NH:2][C:1](=[O:8])[O:3][C:4]([CH3:7])([CH3:6])[CH3:5])[C:23]2[CH:24]=[CH:25][CH:26]=[C:21]([C:20]([F:19])([F:29])[F:30])[CH:22]=2)(=[O:17])=[O:16])[CH:14]=[CH:13][CH:12]=[CH:11][CH:10]=1, predict the reactants needed to synthesize it. The reactants are: [C:1](=[O:8])([O:3][C:4]([CH3:7])([CH3:6])[CH3:5])[NH2:2].[C:9]1([S:15]([O-:17])=[O:16])[CH:14]=[CH:13][CH:12]=[CH:11][CH:10]=1.[Na+].[F:19][C:20]([F:30])([F:29])[C:21]1[CH:22]=[C:23]([CH:27]=O)[CH:24]=[CH:25][CH:26]=1.C(O)=O. (3) Given the product [F:31][C:2]1([F:1])[CH2:7][CH2:6][CH:5]([CH2:8][C:9]2[N:13]3[C:14]([CH3:26])=[CH:15][C:16]([CH:18]([OH:36])[CH:19]([CH:20]4[CH2:25][CH2:24][O:23][CH2:22][CH2:21]4)[OH:47])=[CH:17][C:12]3=[N:11][C:10]=2[C:27]([F:29])([F:30])[F:28])[CH2:4][CH2:3]1, predict the reactants needed to synthesize it. The reactants are: [F:1][C:2]1([F:31])[CH2:7][CH2:6][CH:5]([CH2:8][C:9]2[N:13]3[C:14]([CH3:26])=[CH:15][C:16](/[CH:18]=[CH:19]\[CH:20]4[CH2:25][CH2:24][O:23][CH2:22][CH2:21]4)=[CH:17][C:12]3=[N:11][C:10]=2[C:27]([F:30])([F:29])[F:28])[CH2:4][CH2:3]1.C[N+]1([O-])CC[O:36]CC1.S([O-])([O-])(=O)=S.[Na+].[Na+].[OH2:47]. (4) Given the product [CH2:1]([O:8][C:9]1[C:10]([C:36]([NH:38][CH2:39][C:40]([O:42][CH2:43][CH3:44])=[O:41])=[O:37])=[N:11][C:12]([CH2:23][CH:24]2[CH2:29][CH2:28][N:27]([C:30]3[CH:35]=[CH:34][CH:33]=[CH:32][CH:31]=3)[CH2:26][CH2:25]2)=[N:13][C:45]=1[S:46][CH3:48])[C:2]1[CH:7]=[CH:6][CH:5]=[CH:4][CH:3]=1, predict the reactants needed to synthesize it. The reactants are: [CH2:1]([O:8][C:9]1[C:10]([C:36]([NH:38][CH2:39][C:40]([O:42][CH2:43][CH3:44])=[O:41])=[O:37])=[N:11][C:12]([CH2:23][CH:24]2[CH2:29][CH2:28][N:27]([C:30]3[CH:35]=[CH:34][CH:33]=[CH:32][CH:31]=3)[CH2:26][CH2:25]2)=[N:13]C=1OS(C(F)(F)F)(=O)=O)[C:2]1[CH:7]=[CH:6][CH:5]=[CH:4][CH:3]=1.[CH3:45][S-:46].[Na+].[CH3:48]N(C)C=O.